This data is from Reaction yield outcomes from USPTO patents with 853,638 reactions. The task is: Predict the reaction yield, written as a fraction of the theoretical maximum amount of product (1.0 means a 100% yield; for example, 0.34 means a 34% yield). (1) The reactants are Br[C:2]1[CH:3]=[C:4]([NH:10][C:11]2[CH:20]=[CH:19][C:18]3[CH2:17][N:16]([CH3:21])[CH2:15][CH2:14][C:13]=3[N:12]=2)[C:5](=[O:9])[N:6]([CH3:8])[CH:7]=1.[C:22]([O:25][CH2:26][C:27]1[C:32]([N:33]2[CH2:44][CH2:43][N:42]3[C:35](=[CH:36][C:37]4[CH2:38][C:39]([CH3:46])([CH3:45])[CH2:40][C:41]=43)[C:34]2=[O:47])=[CH:31][C:30]([F:48])=[CH:29][C:28]=1B1OC(C)(C)C(C)(C)O1)(=[O:24])[CH3:23]. The catalyst is C([O-])([O-])=O.[Na+].[Na+].COCCOC.C1C=CC([P]([Pd]([P](C2C=CC=CC=2)(C2C=CC=CC=2)C2C=CC=CC=2)([P](C2C=CC=CC=2)(C2C=CC=CC=2)C2C=CC=CC=2)[P](C2C=CC=CC=2)(C2C=CC=CC=2)C2C=CC=CC=2)(C2C=CC=CC=2)C2C=CC=CC=2)=CC=1. The product is [F:48][C:30]1[CH:29]=[C:28]([C:2]2[CH:3]=[C:4]([NH:10][C:11]3[CH:20]=[CH:19][C:18]4[CH2:17][N:16]([CH3:21])[CH2:15][CH2:14][C:13]=4[N:12]=3)[C:5](=[O:9])[N:6]([CH3:8])[CH:7]=2)[C:27]([CH2:26][O:25][C:22](=[O:24])[CH3:23])=[C:32]([N:33]2[CH2:44][CH2:43][N:42]3[C:35](=[CH:36][C:37]4[CH2:38][C:39]([CH3:45])([CH3:46])[CH2:40][C:41]=43)[C:34]2=[O:47])[CH:31]=1. The yield is 0.360. (2) The reactants are [C:1]([O:5][C:6](=[O:17])[CH2:7]/[N:8]=[CH:9]/[CH2:10][C:11]([CH3:16])([CH3:15])[CH:12]([CH3:14])[CH3:13])([CH3:4])([CH3:3])[CH3:2].[Cl:18][C:19]1[C:20]([F:37])=[C:21](/[CH:25]=[C:26](/[C:29]2[CH:34]=[CH:33][C:32]([Cl:35])=[CH:31][C:30]=2[F:36])\[C:27]#[N:28])[CH:22]=[CH:23][CH:24]=1.C(N(CC)CC)C. The catalyst is ClCCl. The product is [C:1]([O:5][C:6]([CH:7]1[CH:25]([C:21]2[CH:22]=[CH:23][CH:24]=[C:19]([Cl:18])[C:20]=2[F:37])[C:26]([C:29]2[CH:34]=[CH:33][C:32]([Cl:35])=[CH:31][C:30]=2[F:36])([C:27]#[N:28])[CH:9]([CH2:10][C:11]([CH3:15])([CH3:16])[CH:12]([CH3:13])[CH3:14])[NH:8]1)=[O:17])([CH3:4])([CH3:3])[CH3:2]. The yield is 0.560. (3) The reactants are [NH2:1][C:2]1[C:3]([NH:10][CH2:11][C@@H:12]2[CH2:16][CH2:15][N:14]([C:17]([CH:19]3[CH2:21][CH2:20]3)=[O:18])[CH2:13]2)=[C:4]([CH:7]=[CH:8][CH:9]=1)[C:5]#[N:6].[Br:22][C:23]1[CH:30]=[CH:29][C:26]([CH:27]=O)=[CH:25][CH:24]=1.CO.C(Cl)Cl. The catalyst is C(O)CCC. The product is [Br:22][C:23]1[CH:30]=[CH:29][C:26]([C:27]2[N:10]([CH2:11][C@@H:12]3[CH2:16][CH2:15][N:14]([C:17]([CH:19]4[CH2:20][CH2:21]4)=[O:18])[CH2:13]3)[C:3]3[C:4]([C:5]#[N:6])=[CH:7][CH:8]=[CH:9][C:2]=3[N:1]=2)=[CH:25][CH:24]=1. The yield is 0.870. (4) The reactants are I[C:2]1[CH:8]=[CH:7][CH:6]=[CH:5][C:3]=1[NH2:4].[C:9]([O:13][C:14]([N:16]1[CH2:21][CH2:20][C:19](=O)[CH2:18][CH2:17]1)=[O:15])([CH3:12])([CH3:11])[CH3:10].N12CCN(CC1)CC2. The catalyst is CN(C=O)C.C([O-])(=O)C.[Pd+2].C([O-])(=O)C. The product is [C:9]([O:13][C:14]([N:16]1[CH2:21][CH2:20][C:19]2[NH:4][C:3]3[CH:5]=[CH:6][CH:7]=[CH:8][C:2]=3[C:18]=2[CH2:17]1)=[O:15])([CH3:12])([CH3:10])[CH3:11]. The yield is 0.170. (5) The reactants are [CH2:1]([S:3]([N:6]1[CH2:11][CH2:10][CH:9]([C:12]2[C:20]3[C:15](=[C:16]([C:29]([NH2:31])=[O:30])[CH:17]=[C:18]([C:21]4[CH:26]=[CH:25][CH:24]=[C:23]([CH:27]=O)[CH:22]=4)[CH:19]=3)[NH:14][CH:13]=2)[CH2:8][CH2:7]1)(=[O:5])=[O:4])[CH3:2].[CH3:32][CH2:33][CH:34]([NH2:37])[CH2:35][CH3:36].[BH4-].[Na+]. No catalyst specified. The product is [CH2:33]([CH:34]([NH:37][CH2:27][C:23]1[CH:22]=[C:21]([C:18]2[CH:19]=[C:20]3[C:15](=[C:16]([C:29]([NH2:31])=[O:30])[CH:17]=2)[NH:14][CH:13]=[C:12]3[CH:9]2[CH2:8][CH2:7][N:6]([S:3]([CH2:1][CH3:2])(=[O:4])=[O:5])[CH2:11][CH2:10]2)[CH:26]=[CH:25][CH:24]=1)[CH2:35][CH3:36])[CH3:32]. The yield is 0.800. (6) The reactants are [CH2:1]([NH:5][C:6]1[N:7]=[CH:8][C:9]2[NH:14][CH:13]=[CH:12][C:10]=2[N:11]=1)[CH2:2][CH2:3][CH3:4].[O-]P([O-])([O-])=O.[K+].[K+].[K+].[F:23][C:24]1[CH:29]=[CH:28][C:27](I)=[CH:26][CH:25]=1.CNC1CCCCC1NC. The catalyst is [Cu]I.CN(C=O)C. The product is [CH2:1]([NH:5][C:6]1[N:7]=[CH:8][C:9]2[N:14]([C:27]3[CH:28]=[CH:29][C:24]([F:23])=[CH:25][CH:26]=3)[CH:13]=[CH:12][C:10]=2[N:11]=1)[CH2:2][CH2:3][CH3:4]. The yield is 0.990. (7) The reactants are [Br:1][C:2]1[CH:3]=[CH:4][C:5](=[O:9])[NH:6][C:7]=1[CH3:8].IC.[CH:12](Cl)(Cl)Cl. The catalyst is C(=O)([O-])[O-].[Ag+2].C(N(CC)CC)C. The product is [Br:1][C:2]1[C:7]([CH3:8])=[N:6][C:5]([O:9][CH3:12])=[CH:4][CH:3]=1. The yield is 0.630.